This data is from Reaction yield outcomes from USPTO patents with 853,638 reactions. The task is: Predict the reaction yield, written as a fraction of the theoretical maximum amount of product (1.0 means a 100% yield; for example, 0.34 means a 34% yield). (1) The reactants are [O:1]1CCCC1.[F:6][C:7]1[CH:20]=[CH:19][C:10]([O:11][C:12]2[S:16][C:15]([C:17]#N)=[CH:14][CH:13]=2)=[CH:9][CH:8]=1.[H-].C([Al+]CC(C)C)C(C)C. The catalyst is O. The product is [F:6][C:7]1[CH:20]=[CH:19][C:10]([O:11][C:12]2[S:16][C:15]([CH:17]=[O:1])=[CH:14][CH:13]=2)=[CH:9][CH:8]=1. The yield is 0.550. (2) The reactants are [CH:1]1([N:7]2[C:12](=[O:13])[C:11]([C:14]([NH:16][CH2:17][C:18]([O:20]CC)=[O:19])=[O:15])=[C:10]([OH:23])[C:9]([C:24]([O:26]C)=O)=[C:8]2[OH:28])[CH2:6][CH2:5][CH2:4][CH2:3][CH2:2]1.[CH:29]1([NH2:33])[CH2:32][CH2:31][CH2:30]1. The catalyst is C(Cl)(Cl)Cl. The product is [CH:29]1([NH:33][C:24]([C:9]2[C:10]([OH:23])=[C:11]([C:14]([NH:16][CH2:17][C:18]([OH:20])=[O:19])=[O:15])[C:12](=[O:13])[N:7]([CH:1]3[CH2:6][CH2:5][CH2:4][CH2:3][CH2:2]3)[C:8]=2[OH:28])=[O:26])[CH2:32][CH2:31][CH2:30]1. The yield is 0.746. (3) The reactants are Cl.[NH2:2][CH:3]([C:5](=O)[CH2:6][CH3:7])[CH3:4].F[B-](F)(F)F.[NH:14]=[C:15](SC)[C:16]([O:18][CH2:19][CH3:20])=[O:17]. No catalyst specified. The product is [CH2:6]([C:5]1[NH:14][C:15]([C:16]([O:18][CH2:19][CH3:20])=[O:17])=[N:2][C:3]=1[CH3:4])[CH3:7]. The yield is 0.600. (4) The reactants are [F:1][C:2]([F:12])([F:11])[C:3]([CH3:10])([CH3:9])[C:4](=O)[CH2:5][C:6]#[N:7].[NH2:13][NH2:14].Cl.C(Cl)Cl. The catalyst is CCO.O. The product is [F:1][C:2]([F:11])([F:12])[C:3]([C:4]1[CH:5]=[C:6]([NH2:7])[NH:14][N:13]=1)([CH3:10])[CH3:9]. The yield is 0.220. (5) The reactants are [S:1]1[CH2:5][CH2:4][N:3]([C:6]([N:8]2[CH2:13][CH:12]([C:14]3[CH:19]=[CH:18][C:17]([C:20]([F:23])([F:22])[F:21])=[CH:16][CH:15]=3)[CH2:11][CH:10]([C:24](O)=[O:25])[CH2:9]2)=[O:7])[CH2:2]1.O[N:28]=[C:29]([NH2:34])[CH2:30][CH2:31][O:32][CH3:33]. No catalyst specified. The product is [CH3:33][O:32][CH2:31][CH2:30][C:29]1[N:34]=[C:24]([CH:10]2[CH2:11][CH:12]([C:14]3[CH:19]=[CH:18][C:17]([C:20]([F:22])([F:21])[F:23])=[CH:16][CH:15]=3)[CH2:13][N:8]([C:6]([N:3]3[CH2:4][CH2:5][S:1][CH2:2]3)=[O:7])[CH2:9]2)[O:25][N:28]=1. The yield is 0.240. (6) The reactants are [F:1][C:2]([F:17])([F:16])[C:3]1[C:11]2[CH2:10][CH2:9][CH2:8][CH2:7][C:6]=2[N:5]([CH2:12][C:13]([OH:15])=O)[N:4]=1.[NH2:18][C:19]1[C:23]2[CH:24]=[CH:25][CH:26]=[CH:27][C:22]=2[O:21][C:20]=1[C:28]([NH2:30])=[O:29].CN(C(ON1N=NC2C=CC=NC1=2)=[N+](C)C)C.F[P-](F)(F)(F)(F)F.C(NC(C)C)(C)C. The catalyst is O.CN(C=O)C. The product is [F:16][C:2]([F:1])([F:17])[C:3]1[C:11]2[CH2:10][CH2:9][CH2:8][CH2:7][C:6]=2[N:5]([CH2:12][C:13]([NH:18][C:19]2[C:23]3[CH:24]=[CH:25][CH:26]=[CH:27][C:22]=3[O:21][C:20]=2[C:28]([NH2:30])=[O:29])=[O:15])[N:4]=1. The yield is 0.450. (7) The reactants are [F:1][C:2]1([F:26])[CH2:8][O:7][CH2:6][C:5]([NH2:9])=[N:4][C@@:3]21[C:18]1[C:13](=[CH:14][CH:15]=[C:16]([NH2:19])[CH:17]=1)[O:12][CH:11]([C:20]1[CH:25]=[CH:24][CH:23]=[CH:22][CH:21]=1)[CH2:10]2.[F:27][C:28]([F:39])([F:38])[C:29]1[CH:30]=[CH:31][C:32]([C:35](O)=[O:36])=[N:33][CH:34]=1. No catalyst specified. The product is [NH2:9][C:5]1[CH2:6][O:7][CH2:8][C:2]([F:1])([F:26])[C@@:3]2([C:18]3[C:13](=[CH:14][CH:15]=[C:16]([NH:19][C:35](=[O:36])[C:32]4[CH:31]=[CH:30][C:29]([C:28]([F:38])([F:27])[F:39])=[CH:34][N:33]=4)[CH:17]=3)[O:12][CH:11]([C:20]3[CH:25]=[CH:24][CH:23]=[CH:22][CH:21]=3)[CH2:10]2)[N:4]=1. The yield is 0.0700. (8) The reactants are [F:1][C:2]1[CH:3]=[C:4]([CH:6]=[CH:7][C:8]=1[N+:9]([O-:11])=[O:10])[NH2:5].[Br:12]Br.C([O-])([O-])=O.[Na+].[Na+]. The catalyst is C(O)(=O)C. The product is [Br:12][C:6]1[CH:7]=[C:8]([N+:9]([O-:11])=[O:10])[C:2]([F:1])=[CH:3][C:4]=1[NH2:5]. The yield is 0.840.